This data is from Full USPTO retrosynthesis dataset with 1.9M reactions from patents (1976-2016). The task is: Predict the reactants needed to synthesize the given product. (1) Given the product [CH2:5]([O:4][C:2]([NH:12][C:13]1[C:18]([C:19]([O:21][C:22]([CH3:25])([CH3:24])[CH3:23])=[O:20])=[C:17]([OH:26])[C:16]([C:27]2[CH:31]=[CH:30][O:29][C:28]=2[CH:32]=[O:33])=[CH:15][CH:14]=1)=[O:3])[C:6]1[CH:11]=[CH:10][CH:9]=[CH:8][CH:7]=1, predict the reactants needed to synthesize it. The reactants are: Cl[C:2]([O:4][CH2:5][C:6]1[CH:11]=[CH:10][CH:9]=[CH:8][CH:7]=1)=[O:3].[NH2:12][C:13]1[C:18]([C:19]([O:21][C:22]([CH3:25])([CH3:24])[CH3:23])=[O:20])=[C:17]([OH:26])[C:16]([C:27]2[CH:31]=[CH:30][O:29][C:28]=2[CH:32]=[O:33])=[CH:15][CH:14]=1. (2) Given the product [CH2:1]([O:3][C:4]1[CH:9]=[CH:8][C:7]([F:10])=[CH:6][C:5]=1[C:11]1[C:12]2[NH:19][C:18]([CH3:20])=[C:17]([C:21]([NH:23][CH:24]3[CH2:25][CH2:26][N:27]([C:30](=[O:33])[CH2:31][CH3:32])[CH2:28][CH2:29]3)=[O:22])[C:13]=2[N:14]=[CH:15][N:16]=1)[CH3:2], predict the reactants needed to synthesize it. The reactants are: [CH2:1]([O:3][C:4]1[CH:9]=[CH:8][C:7]([F:10])=[CH:6][C:5]=1[C:11]1[C:12]2[NH:19][C:18]([CH3:20])=[C:17]([C:21]([NH:23][CH:24]3[CH2:29][CH2:28][NH:27][CH2:26][CH2:25]3)=[O:22])[C:13]=2[N:14]=[CH:15][N:16]=1)[CH3:2].[C:30](Cl)(=[O:33])[CH2:31][CH3:32]. (3) The reactants are: [C:1]([O:14][CH2:15][C:16]1[CH:21]=[CH:20][CH:19]=[CH:18][CH:17]=1)(=[O:13])[CH2:2][C:3]([O:5]CC1C=CC=CC=1)=O.Br[CH2:23][C:24]([C:26]1[CH:31]=[CH:30][CH:29]=[CH:28][CH:27]=1)=[O:25].[H-].[Na+].Cl. Given the product [OH:5][C:3]1[CH:23]=[C:24]([OH:25])[C:26]2[C:27](=[CH:28][CH:29]=[CH:30][CH:31]=2)[C:2]=1[C:1]([O:14][CH2:15][C:16]1[CH:17]=[CH:18][CH:19]=[CH:20][CH:21]=1)=[O:13], predict the reactants needed to synthesize it. (4) Given the product [CH3:25][O:24][C:22](=[O:23])[C:21]1[CH:26]=[CH:27][C:18]([O:8][CH2:7][C:6]2[N:2]([CH3:1])[N:3]=[N:4][C:5]=2[C:9]2[CH:14]=[CH:13][CH:12]=[CH:11][N:10]=2)=[N:19][CH:20]=1, predict the reactants needed to synthesize it. The reactants are: [CH3:1][N:2]1[C:6]([CH2:7][OH:8])=[C:5]([C:9]2[CH:14]=[CH:13][CH:12]=[CH:11][N:10]=2)[N:4]=[N:3]1.[H-].[Na+].Cl[C:18]1[CH:27]=[CH:26][C:21]([C:22]([O:24][CH3:25])=[O:23])=[CH:20][N:19]=1.O. (5) Given the product [CH3:1][C:2]1[C:3]([C:17]([OH:19])=[O:18])=[CH:4][C:5]2[N:6]([N:8]=[C:9]([C:11]3[CH:16]=[CH:15][CH:14]=[CH:13][CH:12]=3)[N:10]=2)[CH:7]=1, predict the reactants needed to synthesize it. The reactants are: [CH3:1][C:2]1[C:3]([C:17]([O:19]C)=[O:18])=[CH:4][C:5]2[N:6]([N:8]=[C:9]([C:11]3[CH:16]=[CH:15][CH:14]=[CH:13][CH:12]=3)[N:10]=2)[CH:7]=1.O.[OH-].[Li+].Cl. (6) The reactants are: [Si]([O:8][C@H:9]([CH2:40][C@H:41]([O:43][Si](C(C)(C)C)(C)C)[CH3:42])[C@H:10]([CH3:39])/[CH:11]=[C:12](\[CH3:38])/[CH2:13][C@@H:14]([C@@H:16]1[O:27][C:26](=[O:28])[CH2:25][CH2:24][CH2:23][C@H:22]([O:29][Si](C(C)(C)C)(C)C)[C@@H:21]([CH3:37])[CH2:20][CH:19]=[CH:18][CH2:17]1)[CH3:15])(C(C)(C)C)(C)C.N1C=CC=CC=1.N1C=CC=CC=1.F. Given the product [OH:8][CH:9]([CH2:40][CH:41]([OH:43])[CH3:42])[C@H:10]([CH3:39])/[CH:11]=[C:12](\[CH3:38])/[CH2:13][C@@H:14]([CH:16]1[O:27][C:26](=[O:28])[CH2:25][CH2:24][CH2:23][C@H:22]([OH:29])[C@@H:21]([CH3:37])[CH2:20][CH:19]=[CH:18][CH2:17]1)[CH3:15], predict the reactants needed to synthesize it. (7) Given the product [N:24]1([CH2:23][C@@H:13]2[C@@H:12]([C@@:8]3([CH3:11])[CH2:9][CH2:10][C@H:5]([OH:4])[CH2:6][C@@H:7]3[CH2:33][OH:34])[CH2:20][CH2:19][C@@:18]3([CH3:21])[C@H:14]2[CH2:15][CH2:16][C:17]3=[CH2:22])[C:28]2[CH:29]=[CH:30][CH:31]=[CH:32][C:27]=2[N:26]=[CH:25]1, predict the reactants needed to synthesize it. The reactants are: C([O:4][C@H:5]1[CH2:10][CH2:9][C@@:8]([C@H:12]2[CH2:20][CH2:19][C@@:18]3([CH3:21])[C@@H:14]([CH2:15][CH2:16][C:17]3=[CH2:22])[C@@H:13]2[CH2:23][N:24]2[C:28]3[CH:29]=[CH:30][CH:31]=[CH:32][C:27]=3[N:26]=[CH:25]2)([CH3:11])[C@@H:7]([CH2:33][O:34]C(=O)C)[CH2:6]1)(=O)C.C(=O)([O-])[O-].[K+].[K+].